From a dataset of Reaction yield outcomes from USPTO patents with 853,638 reactions. Predict the reaction yield, written as a fraction of the theoretical maximum amount of product (1.0 means a 100% yield; for example, 0.34 means a 34% yield). (1) The reactants are [C:1]([C:6]1[CH:15]=[CH:14][C:9]([C:10]([O:12]C)=[O:11])=[CH:8][CH:7]=1)(=[O:5])[CH2:2][CH2:3][CH3:4].[OH-].[Na+]. The catalyst is O1CCCC1.CO. The product is [C:1]([C:6]1[CH:15]=[CH:14][C:9]([C:10]([OH:12])=[O:11])=[CH:8][CH:7]=1)(=[O:5])[CH2:2][CH2:3][CH3:4]. The yield is 0.650. (2) The reactants are [C:1]([N:5]1[C:13]2[C:8](=[CH:9][C:10]([N+:14]([O-])=O)=[CH:11][CH:12]=2)[CH:7]=[CH:6]1)([CH3:4])([CH3:3])[CH3:2]. The catalyst is CO.[Ni]. The product is [C:1]([N:5]1[C:13]2[C:8](=[CH:9][C:10]([NH2:14])=[CH:11][CH:12]=2)[CH:7]=[CH:6]1)([CH3:4])([CH3:2])[CH3:3]. The yield is 0.450. (3) The catalyst is CCOC(C)=O.O1CCOCC1.O. The reactants are [NH2:1][C:2]([NH2:4])=[S:3].[F:5][C:6]1[C:15]2[O:14][CH2:13][C:12](=[O:16])[NH:11][C:10]=2[CH:9]=[C:8]([C:17](=[CH:20][C:21]2[CH:26]=[CH:25][CH:24]=[CH:23][CH:22]=2)[CH:18]=O)[CH:7]=1.Cl.[OH-].[Na+]. The product is [NH2:1][C:2]1[S:3][CH:20]([C:21]2[CH:26]=[CH:25][CH:24]=[CH:23][CH:22]=2)[C:17]([C:8]2[CH:7]=[C:6]([F:5])[C:15]3[O:14][CH2:13][C:12](=[O:16])[NH:11][C:10]=3[CH:9]=2)=[CH:18][N:4]=1. The yield is 0.890. (4) The reactants are Br[C:2]1[CH:3]=[C:4]2[C:9](=[CH:10][CH:11]=1)[N:8]=[CH:7][C:6]([C:12]([CH:14]1[CH2:16][CH2:15]1)=[O:13])=[C:5]2[NH:17][CH2:18][CH:19]1[CH2:24][CH2:23][N:22]([CH3:25])[CH2:21][CH2:20]1.[Cl:26][C:27]1[CH:32]=[C:31](B2OC(C)(C)C(C)(C)O2)[CH:30]=[C:29]([F:42])[C:28]=1[OH:43]. No catalyst specified. The product is [Cl:26][C:27]1[CH:32]=[C:31]([C:2]2[CH:3]=[C:4]3[C:9](=[CH:10][CH:11]=2)[N:8]=[CH:7][C:6]([C:12]([CH:14]2[CH2:15][CH2:16]2)=[O:13])=[C:5]3[NH:17][CH2:18][CH:19]2[CH2:20][CH2:21][N:22]([CH3:25])[CH2:23][CH2:24]2)[CH:30]=[C:29]([F:42])[C:28]=1[OH:43]. The yield is 0.510. (5) The reactants are [N+]([C:4]1[NH:5][CH:6]=[C:7]([N+:9]([O-:11])=[O:10])[N:8]=1)([O-])=O.[O:12]1[CH2:14][CH:13]1[CH2:15][NH:16][C:17](=[O:25])[O:18][C:19]1C=CC=C[CH:20]=1.C([O-])(=O)C.[Na+].C(=O)([O-])O.[Na+]. The catalyst is C(O)C.C(Cl)Cl. The product is [N+:9]([C:7]1[N:8]=[C:4]2[N:5]([CH:6]=1)[CH2:14][CH:13]([CH2:15][NH:16][C:17](=[O:25])[O:18][CH2:19][CH3:20])[O:12]2)([O-:11])=[O:10]. The yield is 0.116.